Dataset: Full USPTO retrosynthesis dataset with 1.9M reactions from patents (1976-2016). Task: Predict the reactants needed to synthesize the given product. (1) Given the product [CH:15]1([CH2:19][NH:20][C:11]([C:5]2[C:6]3[CH:10]=[CH:9][NH:8][C:7]=3[C:2]([Cl:1])=[N:3][CH:4]=2)=[O:13])[CH2:18][CH2:17][CH2:16]1, predict the reactants needed to synthesize it. The reactants are: [Cl:1][C:2]1[C:7]2[NH:8][CH:9]=[CH:10][C:6]=2[C:5]([C:11]([OH:13])=O)=[CH:4][N:3]=1.Cl.[CH:15]1([CH2:19][NH2:20])[CH2:18][CH2:17][CH2:16]1. (2) Given the product [N+:9]([C:12]1[CH:18]=[CH:17][CH:16]=[CH:15][C:13]=1[N:14]=[C:4]=[O:3])([O-:11])=[O:10], predict the reactants needed to synthesize it. The reactants are: O=C(Cl)[O:3][C:4](Cl)(Cl)Cl.[N+:9]([C:12]1[CH:18]=[CH:17][CH:16]=[CH:15][C:13]=1[NH2:14])([O-:11])=[O:10].